From a dataset of Forward reaction prediction with 1.9M reactions from USPTO patents (1976-2016). Predict the product of the given reaction. (1) Given the reactants [C:1]1([CH2:7][C:8]([OH:10])=[O:9])[CH:6]=[CH:5][CH:4]=[CH:3][CH:2]=1.C[Si]([N-][Si](C)(C)C)(C)C.[Na+].C1COCC1.[Cl:26][CH2:27][CH2:28][CH2:29][CH2:30]I, predict the reaction product. The product is: [Cl:26][CH2:27][CH2:28][CH2:29][CH2:30][CH:7]([C:1]1[CH:6]=[CH:5][CH:4]=[CH:3][CH:2]=1)[C:8]([OH:10])=[O:9]. (2) The product is: [CH3:23][C:7]1[N:8]([C:17]2[CH:22]=[CH:21][CH:20]=[CH:19][CH:18]=2)[C:9](=[O:16])[C:10]2[C:15]([C:6]=1[C:4]([OH:5])=[O:3])=[CH:14][CH:13]=[CH:12][CH:11]=2. Given the reactants C([O:3][C:4]([C:6]1[C:15]2[C:10](=[CH:11][CH:12]=[CH:13][CH:14]=2)[C:9](=[O:16])[N:8]([C:17]2[CH:22]=[CH:21][CH:20]=[CH:19][CH:18]=2)[C:7]=1[CH3:23])=[O:5])C.[OH-].[Na+], predict the reaction product. (3) Given the reactants [CH3:1][O:2][C:3]1[CH:8]=[CH:7][C:6]([CH:9]([NH:81]C(=O)OCC)[C:10]2[CH:15]=[CH:14][C:13]([O:16][CH2:17][CH:18]3[CH2:23][CH:22]([O:24][CH2:25][CH2:26][CH2:27][CH2:28][CH2:29][CH2:30][CH2:31][CH2:32][CH2:33][CH2:34][CH2:35][CH2:36][CH2:37][CH2:38][CH2:39][CH2:40][CH2:41][CH3:42])[CH:21]([O:43][CH2:44][CH2:45][CH2:46][CH2:47][CH2:48][CH2:49][CH2:50][CH2:51][CH2:52][CH2:53][CH2:54][CH2:55][CH2:56][CH2:57][CH2:58][CH2:59][CH2:60][CH3:61])[CH:20]([O:62][CH2:63][CH2:64][CH2:65][CH2:66][CH2:67][CH2:68][CH2:69][CH2:70][CH2:71][CH2:72][CH2:73][CH2:74][CH2:75][CH2:76][CH2:77][CH2:78][CH2:79][CH3:80])[CH2:19]3)=[CH:12][CH:11]=2)=[CH:5][CH:4]=1.C(O)C.[OH-].[Na+], predict the reaction product. The product is: [CH3:1][O:2][C:3]1[CH:8]=[CH:7][C:6]([CH:9]([NH2:81])[C:10]2[CH:11]=[CH:12][C:13]([O:16][CH2:17][CH:18]3[CH2:19][CH:20]([O:62][CH2:63][CH2:64][CH2:65][CH2:66][CH2:67][CH2:68][CH2:69][CH2:70][CH2:71][CH2:72][CH2:73][CH2:74][CH2:75][CH2:76][CH2:77][CH2:78][CH2:79][CH3:80])[CH:21]([O:43][CH2:44][CH2:45][CH2:46][CH2:47][CH2:48][CH2:49][CH2:50][CH2:51][CH2:52][CH2:53][CH2:54][CH2:55][CH2:56][CH2:57][CH2:58][CH2:59][CH2:60][CH3:61])[CH:22]([O:24][CH2:25][CH2:26][CH2:27][CH2:28][CH2:29][CH2:30][CH2:31][CH2:32][CH2:33][CH2:34][CH2:35][CH2:36][CH2:37][CH2:38][CH2:39][CH2:40][CH2:41][CH3:42])[CH2:23]3)=[CH:14][CH:15]=2)=[CH:5][CH:4]=1. (4) Given the reactants [Cl:1][C:2]1[N:3]=[C:4]([C:9]2[CH:14]=[CH:13][CH:12]=[CH:11][CH:10]=2)[NH:5][C:6]=1[CH:7]=[O:8].[Br:15][C:16]1[CH:23]=[CH:22][C:19]([CH2:20]Br)=[C:18]([Cl:24])[CH:17]=1, predict the reaction product. The product is: [Cl:1][C:2]1[N:3]=[C:4]([C:9]2[CH:10]=[CH:11][CH:12]=[CH:13][CH:14]=2)[N:5]([CH2:20][C:19]2[CH:22]=[CH:23][C:16]([Br:15])=[CH:17][C:18]=2[Cl:24])[C:6]=1[CH:7]=[O:8]. (5) The product is: [C:54]1([C:50]2[CH:51]=[CH:52][CH:53]=[C:44]([C:38]3[CH:39]=[CH:40][CH:41]=[CH:42][CH:43]=3)[C:45]=2[O:46][P:47]2[O:29][C:16]3[C:17]([C:25]([CH3:28])([CH3:27])[CH3:26])=[CH:18][C:19]([C:21]([CH3:24])([CH3:23])[CH3:22])=[CH:20][C:15]=3[C:7]3[CH:8]=[C:9]([C:11]([CH3:14])([CH3:13])[CH3:12])[CH:10]=[C:5]([C:1]([CH3:2])([CH3:3])[CH3:4])[C:6]=3[O:30]2)[CH:55]=[CH:56][CH:57]=[CH:58][CH:59]=1. Given the reactants [C:1]([C:5]1[CH:10]=[C:9]([C:11]([CH3:14])([CH3:13])[CH3:12])[CH:8]=[C:7]([C:15]2[C:16]([OH:29])=[C:17]([C:25]([CH3:28])([CH3:27])[CH3:26])[CH:18]=[C:19]([C:21]([CH3:24])([CH3:23])[CH3:22])[CH:20]=2)[C:6]=1[OH:30])([CH3:4])([CH3:3])[CH3:2].C(N(CC)CC)C.[C:38]1([C:44]2[CH:53]=[CH:52][CH:51]=[C:50]([C:54]3[CH:59]=[CH:58][CH:57]=[CH:56][CH:55]=3)[C:45]=2[O:46][P:47](Cl)Cl)[CH:43]=[CH:42][CH:41]=[CH:40][CH:39]=1, predict the reaction product. (6) Given the reactants Cl.[CH:2]1([C:5]2[N:6]=[CH:7][C:8]([O:11][C@H:12]3[CH2:16][NH:15][C@H:14]([CH2:17][NH:18][CH2:19][C:20]([O:22]C)=O)[CH2:13]3)=[N:9][CH:10]=2)[CH2:4][CH2:3]1.C(N(CC)CC)C, predict the reaction product. The product is: [CH:2]1([C:5]2[N:6]=[CH:7][C:8]([O:11][C@H:12]3[CH2:16][N:15]4[C:20](=[O:22])[CH2:19][NH:18][CH2:17][C@@H:14]4[CH2:13]3)=[N:9][CH:10]=2)[CH2:3][CH2:4]1. (7) Given the reactants [CH3:1][CH:2]1[O:7][CH:6]([CH3:8])[CH2:5][N:4]([C:9]2[N:16]=[CH:15][CH:14]=[CH:13][C:10]=2[C:11]#[N:12])[CH2:3]1, predict the reaction product. The product is: [CH3:1][CH:2]1[O:7][CH:6]([CH3:8])[CH2:5][N:4]([C:9]2[C:10]([CH2:11][NH2:12])=[CH:13][CH:14]=[CH:15][N:16]=2)[CH2:3]1. (8) Given the reactants CC1(C)C(C)(C)OB([C:9]2[CH:26]=[CH:25][C:12]3[CH2:13][CH2:14][N:15]([C:18]([O:20][C:21]([CH3:24])([CH3:23])[CH3:22])=[O:19])[CH2:16][CH2:17][C:11]=3[CH:10]=2)O1.Cl[C:29]1[N:34]=[CH:33][C:32]([C:35]([O:37][CH3:38])=[O:36])=[CH:31][CH:30]=1, predict the reaction product. The product is: [CH3:38][O:37][C:35]([C:32]1[CH:31]=[CH:30][C:29]([C:9]2[CH:26]=[CH:25][C:12]3[CH2:13][CH2:14][N:15]([C:18]([O:20][C:21]([CH3:23])([CH3:22])[CH3:24])=[O:19])[CH2:16][CH2:17][C:11]=3[CH:10]=2)=[N:34][CH:33]=1)=[O:36]. (9) Given the reactants [CH3:1][O:2][CH2:3][CH2:4][N:5]1[CH2:9][CH2:8][C@H:7]([NH:10][C:11]2[CH:16]=[CH:15][C:14]([N+:17]([O-])=O)=[CH:13][CH:12]=2)[CH2:6]1.[H][H], predict the reaction product. The product is: [CH3:1][O:2][CH2:3][CH2:4][N:5]1[CH2:9][CH2:8][C@H:7]([NH:10][C:11]2[CH:12]=[CH:13][C:14]([NH2:17])=[CH:15][CH:16]=2)[CH2:6]1.